Dataset: Full USPTO retrosynthesis dataset with 1.9M reactions from patents (1976-2016). Task: Predict the reactants needed to synthesize the given product. (1) The reactants are: [OH:1][C:2]1[C:11]2[C:6](=[CH:7][C:8]([NH:12][CH2:13][C:14]3[CH:19]=[CH:18][C:17]([O:20][CH3:21])=[CH:16][CH:15]=3)=[CH:9][CH:10]=2)[CH:5]=[N:4][C:3]=1[C:22](OC)=[O:23].[NH2:26][CH2:27][CH2:28][CH2:29][CH2:30][C:31]([OH:33])=[O:32].C[O-].[Na+].CO. Given the product [OH:1][C:2]1[C:11]2[C:6](=[CH:7][C:8]([NH:12][CH2:13][C:14]3[CH:15]=[CH:16][C:17]([O:20][CH3:21])=[CH:18][CH:19]=3)=[CH:9][CH:10]=2)[CH:5]=[N:4][C:3]=1[C:22]([NH:26][CH2:27][CH2:28][CH2:29][CH2:30][C:31]([OH:33])=[O:32])=[O:23], predict the reactants needed to synthesize it. (2) Given the product [Cl:1][C:2]1[CH:3]=[C:4]2[C:8](=[CH:9][CH:10]=1)[NH:7][CH:6]=[C:5]2[CH2:11][CH2:12][CH2:13][NH:14][C:24](=[O:25])[C:23]1[CH:22]=[CH:21][C:20]([CH2:19][C:18]2[CH:29]=[CH:30][CH:31]=[C:16]([F:15])[CH:17]=2)=[CH:28][CH:27]=1, predict the reactants needed to synthesize it. The reactants are: [Cl:1][C:2]1[CH:3]=[C:4]2[C:8](=[CH:9][CH:10]=1)[NH:7][CH:6]=[C:5]2[CH2:11][CH2:12][CH2:13][NH2:14].[F:15][C:16]1[CH:17]=[C:18]([CH:29]=[CH:30][CH:31]=1)[CH2:19][C:20]1[CH:28]=[CH:27][C:23]([C:24](O)=[O:25])=[CH:22][CH:21]=1.CN(C(ON1N=NC2C=CC=NC1=2)=[N+](C)C)C.F[P-](F)(F)(F)(F)F.C(N(CC)C(C)C)(C)C. (3) Given the product [ClH:23].[CH2:1]([O:3][C:4]([N:6]1[CH2:11][CH2:10][C:9]([NH2:12])([CH2:20][CH2:21][NH2:22])[CH2:8][CH2:7]1)=[O:5])[CH3:2], predict the reactants needed to synthesize it. The reactants are: [CH2:1]([O:3][C:4]([N:6]1[CH2:11][CH2:10][C:9]([CH2:20][CH2:21][NH2:22])([NH:12]C(OC(C)(C)C)=O)[CH2:8][CH2:7]1)=[O:5])[CH3:2].[ClH:23].C(OCC)C.